From a dataset of Forward reaction prediction with 1.9M reactions from USPTO patents (1976-2016). Predict the product of the given reaction. Given the reactants C(OC([N:8]([C:13]1[CH:14]=[C:15]([CH:52]=[CH:53][C:54]=1[O:55][CH2:56][CH:57]1[CH2:59][CH2:58]1)[C:16]([N:18]1[CH2:22][CH2:21][CH2:20][C@H:19]1[C:23]([O:25][C@H:26]([C:37]1[CH:42]=[CH:41][C:40]([O:43][CH:44]([F:46])[F:45])=[C:39]([O:47][CH2:48][CH:49]2[CH2:51][CH2:50]2)[CH:38]=1)[CH2:27][C:28]1[C:33]([Cl:34])=[CH:32][N+:31]([O-:35])=[CH:30][C:29]=1[Cl:36])=[O:24])=[O:17])[S:9]([CH3:12])(=[O:11])=[O:10])=O)(C)(C)C, predict the reaction product. The product is: [Cl:36][C:29]1[CH:30]=[N+:31]([O-:35])[CH:32]=[C:33]([Cl:34])[C:28]=1[CH2:27][C@H:26]([O:25][C:23]([C@@H:19]1[CH2:20][CH2:21][CH2:22][N:18]1[C:16](=[O:17])[C:15]1[CH:52]=[CH:53][C:54]([O:55][CH2:56][CH:57]2[CH2:58][CH2:59]2)=[C:13]([NH:8][S:9]([CH3:12])(=[O:11])=[O:10])[CH:14]=1)=[O:24])[C:37]1[CH:42]=[CH:41][C:40]([O:43][CH:44]([F:46])[F:45])=[C:39]([O:47][CH2:48][CH:49]2[CH2:50][CH2:51]2)[CH:38]=1.